Dataset: Reaction yield outcomes from USPTO patents with 853,638 reactions. Task: Predict the reaction yield, written as a fraction of the theoretical maximum amount of product (1.0 means a 100% yield; for example, 0.34 means a 34% yield). (1) The reactants are F[C:2]1[C:7]([F:8])=[CH:6][C:5]([C:9]2[O:10][C:11]([C:14]3[C:15]([C:20]4[CH:25]=[CH:24][CH:23]=[CH:22][CH:21]=4)=[N:16][O:17][C:18]=3[CH3:19])=[N:12][N:13]=2)=[C:4]([O:26][CH3:27])[CH:3]=1.[CH3:28][N:29]([CH3:33])[CH2:30][CH2:31][NH2:32]. No catalyst specified. The product is [F:8][C:7]1[CH:6]=[C:5]([C:9]2[O:10][C:11]([C:14]3[C:15]([C:20]4[CH:21]=[CH:22][CH:23]=[CH:24][CH:25]=4)=[N:16][O:17][C:18]=3[CH3:19])=[N:12][N:13]=2)[C:4]([O:26][CH3:27])=[CH:3][C:2]=1[NH:32][CH2:31][CH2:30][N:29]([CH3:33])[CH3:28]. The yield is 0.850. (2) The reactants are [NH2:1][C:2]1[CH:7]=[C:6]([Cl:8])[CH:5]=[CH:4][C:3]=1[OH:9].C(N(CC)CC)C.[Cl:17][C:18]1[CH:19]=[C:20]([CH:24]=[C:25]([Cl:27])[CH:26]=1)[C:21](Cl)=[O:22]. The catalyst is ClCCl.C(OCC)(=O)C. The product is [Cl:8][C:6]1[CH:5]=[CH:4][C:3]([OH:9])=[C:2]([NH:1][C:21](=[O:22])[C:20]2[CH:19]=[C:18]([Cl:17])[CH:26]=[C:25]([Cl:27])[CH:24]=2)[CH:7]=1. The yield is 0.324. (3) The reactants are C(O)(=O)C.C([O-])(=O)C.[Na+].Cl.[NH2:11][C@H:12]([C:18]([O:20][CH3:21])=[O:19])[CH2:13][C:14]([O:16][CH3:17])=[O:15].CO[CH:24]1[CH2:28][CH2:27][CH:26](OC)O1. The catalyst is ClCCl.O. The product is [N:11]1([C@@H:12]([CH2:13][C:14]([O:16][CH3:17])=[O:15])[C:18]([O:20][CH3:21])=[O:19])[CH:24]=[CH:28][CH:27]=[CH:26]1. The yield is 0.680. (4) The reactants are C[O:2][C:3]([C@@H:5]1[CH2:9][C@@H:8]([OH:10])[CH2:7][N:6]1[C:11](=[O:28])[C@@H:12]([NH:20][C:21]([O:23][C:24]([CH3:27])([CH3:26])[CH3:25])=[O:22])[CH2:13][CH2:14][CH2:15][CH2:16][CH2:17][CH:18]=[CH2:19])=[O:4].CO.O.[OH-].[Li+]. The catalyst is C1COCC1. The product is [C:24]([O:23][C:21]([NH:20][C@@H:12]([CH2:13][CH2:14][CH2:15][CH2:16][CH2:17][CH:18]=[CH2:19])[C:11]([N:6]1[CH2:7][C@H:8]([OH:10])[CH2:9][C@H:5]1[C:3]([OH:4])=[O:2])=[O:28])=[O:22])([CH3:27])([CH3:26])[CH3:25]. The yield is 0.960. (5) The product is [Cl:22][C:23]1[CH:31]=[C:30]([N+:32]([O-:34])=[O:33])[CH:29]=[CH:28][C:24]=1[C:25](=[O:26])[CH3:4]. The yield is 1.00. The reactants are [Cl-].[Mg+2].[Cl-].[CH2:4](N(CC)CC)C.C(C(CC)(C([O-])=O)C([O-])=O)C.[Cl:22][C:23]1[CH:31]=[C:30]([N+:32]([O-:34])=[O:33])[CH:29]=[CH:28][C:24]=1[C:25](Cl)=[O:26]. The catalyst is C1(C)C=CC=CC=1.